This data is from NCI-60 drug combinations with 297,098 pairs across 59 cell lines. The task is: Regression. Given two drug SMILES strings and cell line genomic features, predict the synergy score measuring deviation from expected non-interaction effect. (1) Drug 1: CN(C)N=NC1=C(NC=N1)C(=O)N. Drug 2: C1=C(C(=O)NC(=O)N1)N(CCCl)CCCl. Cell line: SK-MEL-2. Synergy scores: CSS=19.9, Synergy_ZIP=13.4, Synergy_Bliss=16.3, Synergy_Loewe=6.72, Synergy_HSA=13.0. (2) Drug 1: C1=NC2=C(N=C(N=C2N1C3C(C(C(O3)CO)O)O)F)N. Drug 2: COC1=NC(=NC2=C1N=CN2C3C(C(C(O3)CO)O)O)N. Cell line: OVCAR-5. Synergy scores: CSS=1.93, Synergy_ZIP=7.80, Synergy_Bliss=7.00, Synergy_Loewe=0.393, Synergy_HSA=2.16. (3) Drug 1: CC1=C(C=C(C=C1)C(=O)NC2=CC(=CC(=C2)C(F)(F)F)N3C=C(N=C3)C)NC4=NC=CC(=N4)C5=CN=CC=C5. Drug 2: CC1C(C(CC(O1)OC2CC(CC3=C2C(=C4C(=C3O)C(=O)C5=CC=CC=C5C4=O)O)(C(=O)C)O)N)O. Cell line: A549. Synergy scores: CSS=62.6, Synergy_ZIP=4.21, Synergy_Bliss=5.78, Synergy_Loewe=-29.5, Synergy_HSA=4.73. (4) Synergy scores: CSS=0.583, Synergy_ZIP=0.274, Synergy_Bliss=-1.07, Synergy_Loewe=-5.44, Synergy_HSA=-5.14. Drug 2: CCN(CC)CCNC(=O)C1=C(NC(=C1C)C=C2C3=C(C=CC(=C3)F)NC2=O)C. Drug 1: CN(C)N=NC1=C(NC=N1)C(=O)N. Cell line: COLO 205.